Dataset: CYP3A4 inhibition data for predicting drug metabolism from PubChem BioAssay. Task: Regression/Classification. Given a drug SMILES string, predict its absorption, distribution, metabolism, or excretion properties. Task type varies by dataset: regression for continuous measurements (e.g., permeability, clearance, half-life) or binary classification for categorical outcomes (e.g., BBB penetration, CYP inhibition). Dataset: cyp3a4_veith. (1) The compound is CN(C)c1ccc(-c2cc(NCc3ccccc3)ncn2)cc1. The result is 1 (inhibitor). (2) The molecule is CC1=NN(c2ccccc2)C(=O)/C1=C\N1CC(C)OC(C)C1. The result is 0 (non-inhibitor). (3) The molecule is CON1C(=O)C(=O)N(OC)C(C)(C)C1C. The result is 0 (non-inhibitor). (4) The molecule is CCN1CCC(O)([C@H](C(=O)O)c2ccccc2)CC1. The result is 0 (non-inhibitor). (5) The compound is CN(C)CCCNc1c2c(nc3ccc(Cl)cc13)CCCC2. The result is 0 (non-inhibitor).